This data is from Peptide-MHC class I binding affinity with 185,985 pairs from IEDB/IMGT. The task is: Regression. Given a peptide amino acid sequence and an MHC pseudo amino acid sequence, predict their binding affinity value. This is MHC class I binding data. (1) The peptide sequence is CCFHCQVC. The MHC is HLA-B45:01 with pseudo-sequence HLA-B45:01. The binding affinity (normalized) is 0. (2) The peptide sequence is MEFEPFQSL. The MHC is HLA-A26:02 with pseudo-sequence HLA-A26:02. The binding affinity (normalized) is 0.0847.